Dataset: Forward reaction prediction with 1.9M reactions from USPTO patents (1976-2016). Task: Predict the product of the given reaction. (1) Given the reactants [NH2:1][C:2]1[S:3][C:4]([C:11]2[CH:16]=[CH:15][C:14]([S:17][CH3:18])=[CH:13][CH:12]=2)=[C:5]([C:7]([O:9][CH3:10])=[O:8])[N:6]=1.[C:19](Cl)(=[O:21])[CH3:20].O, predict the reaction product. The product is: [C:19]([NH:1][C:2]1[S:3][C:4]([C:11]2[CH:16]=[CH:15][C:14]([S:17][CH3:18])=[CH:13][CH:12]=2)=[C:5]([C:7]([O:9][CH3:10])=[O:8])[N:6]=1)(=[O:21])[CH3:20]. (2) The product is: [N+:1]([C:4]1[C:5]([CH2:10][CH2:11][NH:12][CH:13]2[CH2:14][CH2:15][N:16]([C:19]([O:21][C:22]([CH3:25])([CH3:24])[CH3:23])=[O:20])[CH2:17][CH2:18]2)=[N:6][CH:7]=[CH:8][CH:9]=1)([O-:3])=[O:2]. Given the reactants [N+:1]([C:4]1[C:5]([CH:10]=[CH2:11])=[N:6][CH:7]=[CH:8][CH:9]=1)([O-:3])=[O:2].[NH2:12][CH:13]1[CH2:18][CH2:17][N:16]([C:19]([O:21][C:22]([CH3:25])([CH3:24])[CH3:23])=[O:20])[CH2:15][CH2:14]1.C(N(CC)CC)C, predict the reaction product. (3) Given the reactants Br[C:2]1[C:10]2[C:9]([Cl:11])=[N:8][CH:7]=[N:6][C:5]=2[N:4]([CH:12]([CH3:14])[CH3:13])[CH:3]=1.C([Mg]Cl)(C)C.CON(C)[C:23](=[O:35])[C:24]1[CH:29]=[CH:28][C:27]([O:30][CH3:31])=[C:26]([N+:32]([O-:34])=[O:33])[CH:25]=1.COC1C=CC(C(O)=O)=CC=1[N+]([O-])=O.Cl.COCN.C(N(CC)CC)C.Cl, predict the reaction product. The product is: [Cl:11][C:9]1[C:10]2[C:2]([C:23]([C:24]3[CH:29]=[CH:28][C:27]([O:30][CH3:31])=[C:26]([N+:32]([O-:34])=[O:33])[CH:25]=3)=[O:35])=[CH:3][N:4]([CH:12]([CH3:14])[CH3:13])[C:5]=2[N:6]=[CH:7][N:8]=1. (4) Given the reactants [C:1]([O:5][C:6]([N:8]([C:25]([O:27][C:28]([CH3:31])([CH3:30])[CH3:29])=[O:26])[C:9]1[CH:13]=[C:12]([C:14]2[CH:19]=[CH:18][C:17]([Cl:20])=[CH:16][CH:15]=2)[S:11][C:10]=1[C:21]([O:23]C)=[O:22])=[O:7])([CH3:4])([CH3:3])[CH3:2].[OH-].[Na+], predict the reaction product. The product is: [C:1]([O:5][C:6]([N:8]([C:25]([O:27][C:28]([CH3:31])([CH3:30])[CH3:29])=[O:26])[C:9]1[CH:13]=[C:12]([C:14]2[CH:19]=[CH:18][C:17]([Cl:20])=[CH:16][CH:15]=2)[S:11][C:10]=1[C:21]([OH:23])=[O:22])=[O:7])([CH3:4])([CH3:3])[CH3:2]. (5) Given the reactants [S:1]1[CH:5]=[CH:4][C:3]2[CH:6]=[CH:7][CH:8]=[CH:9][C:2]1=2.C(O)(=O)C.C1C(=O)N([Br:21])C(=O)C1, predict the reaction product. The product is: [Br:21][C:4]1[C:3]2[CH:6]=[CH:7][CH:8]=[CH:9][C:2]=2[S:1][CH:5]=1. (6) Given the reactants Br[CH2:2][C:3]1[CH:12]=[CH:11][C:6]([C:7]([O:9][CH3:10])=[O:8])=[CH:5][CH:4]=1.[C-:13]#[N:14].[Na+], predict the reaction product. The product is: [CH3:10][O:9][C:7](=[O:8])[C:6]1[CH:11]=[CH:12][C:3]([CH2:2][C:13]#[N:14])=[CH:4][CH:5]=1. (7) The product is: [N+:7]([C:10]1[CH:11]=[CH:12][C:13]([CH:16]([CH:22]2[CH2:26][CH2:25][CH2:24][CH2:23]2)[C:17]([O:19][CH2:20][CH3:21])=[O:18])=[CH:14][CH:15]=1)([O-:9])=[O:8]. Given the reactants CC(C)([O-])C.[K+].[N+:7]([C:10]1[CH:15]=[CH:14][C:13]([CH2:16][C:17]([O:19][CH2:20][CH3:21])=[O:18])=[CH:12][CH:11]=1)([O-:9])=[O:8].[CH:22]1(Br)[CH2:26][CH2:25][CH2:24][CH2:23]1.O, predict the reaction product. (8) Given the reactants [NH2:1][C:2]([C:4]1[S:8][C:7]([C:9]2[CH:10]=[C:11]3[C:16](=[CH:17][CH:18]=2)[C:15](=[O:19])[N:14]([CH2:20][CH:21]([CH3:23])[CH3:22])[C:13]([CH2:24][NH:25][C:26](=[O:32])[O:27][C:28]([CH3:31])([CH3:30])[CH3:29])=[C:12]3[O:33][CH2:34][CH2:35][CH2:36][CH3:37])=[N:6][C:5]=1[CH3:38])=O.N1C(Cl)=NC(Cl)=NC=1Cl.CN(C)C=O, predict the reaction product. The product is: [CH2:34]([O:33][C:12]1[C:11]2[C:16](=[CH:17][CH:18]=[C:9]([C:7]3[S:8][C:4]([C:2]#[N:1])=[C:5]([CH3:38])[N:6]=3)[CH:10]=2)[C:15](=[O:19])[N:14]([CH2:20][CH:21]([CH3:23])[CH3:22])[C:13]=1[CH2:24][NH:25][C:26](=[O:32])[O:27][C:28]([CH3:30])([CH3:29])[CH3:31])[CH2:35][CH2:36][CH3:37]. (9) Given the reactants [CH3:1][O:2][C:3]([C:5]1[CH:10]=[C:9](Cl)[CH:8]=[CH:7][N:6]=1)=[O:4].[N-:12]=[N+:13]=[N-:14].[Na+], predict the reaction product. The product is: [CH3:1][O:2][C:3]([C:5]1[CH:10]=[C:9]([N:12]=[N+:13]=[N-:14])[CH:8]=[CH:7][N:6]=1)=[O:4].